Dataset: Full USPTO retrosynthesis dataset with 1.9M reactions from patents (1976-2016). Task: Predict the reactants needed to synthesize the given product. The reactants are: [NH2:1][C@H:2]1[CH2:6][N:5]([C:7]([O:9][C:10]([CH3:13])([CH3:12])[CH3:11])=[O:8])[C@@H:4]([CH3:14])[CH2:3]1.[Br:15][C:16]1[C:17]([F:27])=[CH:18][C:19]([F:26])=[C:20]([S:22](Cl)(=[O:24])=[O:23])[CH:21]=1.CCN(C(C)C)C(C)C. Given the product [Br:15][C:16]1[C:17]([F:27])=[CH:18][C:19]([F:26])=[C:20]([S:22]([NH:1][C@H:2]2[CH2:6][N:5]([C:7]([O:9][C:10]([CH3:13])([CH3:12])[CH3:11])=[O:8])[C@@H:4]([CH3:14])[CH2:3]2)(=[O:24])=[O:23])[CH:21]=1, predict the reactants needed to synthesize it.